From a dataset of Full USPTO retrosynthesis dataset with 1.9M reactions from patents (1976-2016). Predict the reactants needed to synthesize the given product. (1) Given the product [Br:11][C:8]1[N:9]=[CH:10][C:5]([C:3]([OH:4])=[O:2])=[N:6][C:7]=1[C:12]1[CH:17]=[CH:16][C:15]([O:18][C:19]([F:21])([F:20])[F:22])=[CH:14][CH:13]=1, predict the reactants needed to synthesize it. The reactants are: C[O:2][C:3]([C:5]1[CH:10]=[N:9][C:8]([Br:11])=[C:7]([C:12]2[CH:17]=[CH:16][C:15]([O:18][C:19]([F:22])([F:21])[F:20])=[CH:14][CH:13]=2)[N:6]=1)=[O:4].[OH-].[Li+].O. (2) Given the product [F:1][C:2]1[CH:7]=[CH:6][C:5]([CH:8]=[CH:9][CH2:10][CH2:11][CH2:12][CH2:13][CH2:14][CH2:15][CH2:16][C:17]([Cl:23])=[O:19])=[CH:4][CH:3]=1, predict the reactants needed to synthesize it. The reactants are: [F:1][C:2]1[CH:7]=[CH:6][C:5]([CH:8]=[CH:9][CH2:10][CH2:11][CH2:12][CH2:13][CH2:14][CH2:15][CH2:16][C:17]([OH:19])=O)=[CH:4][CH:3]=1.C(Cl)(=O)C([Cl:23])=O.